From a dataset of Forward reaction prediction with 1.9M reactions from USPTO patents (1976-2016). Predict the product of the given reaction. (1) Given the reactants CC1(C)[O:6][C:5](=O)[C@H:4]([C@@H:8]([C:13]([N:15]2[CH2:20][CH2:19][N:18]([C:21]3[CH:26]=[C:25]([C:27]([F:30])([F:29])[F:28])[CH:24]=[CH:23][N:22]=3)[CH2:17][C@H:16]2[CH3:31])=[O:14])[CH2:9][CH:10]([CH3:12])[CH3:11])[O:3]1.[NH2:33][OH:34], predict the reaction product. The product is: [OH:34][NH:33][C:5](=[O:6])[C@@H:4]([OH:3])[C@@H:8]([C:13]([N:15]1[CH2:20][CH2:19][N:18]([C:21]2[CH:26]=[C:25]([C:27]([F:28])([F:30])[F:29])[CH:24]=[CH:23][N:22]=2)[CH2:17][C@H:16]1[CH3:31])=[O:14])[CH2:9][CH:10]([CH3:11])[CH3:12]. (2) Given the reactants [C:1]1([C:7]2[N:8]=[C:9]([CH:17]3[CH2:22][CH2:21][NH:20][CH2:19][CH2:18]3)[S:10][C:11]=2[C:12]([O:14][CH2:15][CH3:16])=[O:13])[CH:6]=[CH:5][CH:4]=[CH:3][CH:2]=1.[C:23](Cl)(=[O:25])[CH3:24], predict the reaction product. The product is: [C:23]([N:20]1[CH2:21][CH2:22][CH:17]([C:9]2[S:10][C:11]([C:12]([O:14][CH2:15][CH3:16])=[O:13])=[C:7]([C:1]3[CH:6]=[CH:5][CH:4]=[CH:3][CH:2]=3)[N:8]=2)[CH2:18][CH2:19]1)(=[O:25])[CH3:24]. (3) Given the reactants Cl[C:2]1[NH:7][C:6](=[O:8])[C:5]2[CH:9]=[CH:10][N:11]([CH3:12])[C:4]=2[CH:3]=1.[F:13][C:14]1[CH:19]=[CH:18][CH:17]=[CH:16][C:15]=1[N:20]1[CH2:25][CH2:24][NH:23][CH2:22][CH2:21]1, predict the reaction product. The product is: [F:13][C:14]1[CH:19]=[CH:18][CH:17]=[CH:16][C:15]=1[N:20]1[CH2:25][CH2:24][N:23]([C:2]2[NH:7][C:6](=[O:8])[C:5]3[CH:9]=[CH:10][N:11]([CH3:12])[C:4]=3[CH:3]=2)[CH2:22][CH2:21]1. (4) Given the reactants O[C:2]1[CH:11]=[CH:10][C:9]2[C:4](=[CH:5][C:6]3[CH2:23][C:13]4([C:21]5[C:16](=[N:17][CH:18]=[CH:19][CH:20]=5)[NH:15][C:14]4=[O:22])[CH2:12][C:7]=3[CH:8]=2)[N:3]=1.O=P(Cl)(Cl)[Cl:26], predict the reaction product. The product is: [Cl:26][C:2]1[CH:11]=[CH:10][C:9]2[C:4](=[CH:5][C:6]3[CH2:23][C:13]4([C:21]5[C:16](=[N:17][CH:18]=[CH:19][CH:20]=5)[NH:15][C:14]4=[O:22])[CH2:12][C:7]=3[CH:8]=2)[N:3]=1. (5) Given the reactants C([N:4]1[C@H:9]([C:10]2[C:15]([CH3:16])=[CH:14][CH:13]=[CH:12][N:11]=2)[CH2:8][CH2:7][CH2:6][C@@H:5]1[C:17]1[C:22]([CH3:23])=[CH:21][CH:20]=[CH:19][N:18]=1)C=C.C([O-])(O)=O.[Na+], predict the reaction product. The product is: [CH3:16][C:15]1[C:10]([C@H:9]2[CH2:8][CH2:7][CH2:6][C@@H:5]([C:17]3[C:22]([CH3:23])=[CH:21][CH:20]=[CH:19][N:18]=3)[NH:4]2)=[N:11][CH:12]=[CH:13][CH:14]=1.